Dataset: Forward reaction prediction with 1.9M reactions from USPTO patents (1976-2016). Task: Predict the product of the given reaction. Given the reactants [C:1]([O:5][C:6](=[O:26])[NH:7][CH2:8][CH2:9][CH:10]1[CH2:15][CH2:14][N:13]([C:16](=[O:25])[C:17]2[CH:22]=[CH:21][C:20]([OH:23])=[CH:19][C:18]=2[OH:24])[CH2:12][CH2:11]1)([CH3:4])([CH3:3])[CH3:2].Br[CH2:28][C:29]1[CH:36]=[CH:35][C:32]([C:33]#[N:34])=[CH:31][CH:30]=1, predict the reaction product. The product is: [C:1]([O:5][C:6](=[O:26])[NH:7][CH2:8][CH2:9][CH:10]1[CH2:11][CH2:12][N:13]([C:16](=[O:25])[C:17]2[CH:22]=[CH:21][C:20]([O:23][CH2:28][C:29]3[CH:36]=[CH:35][C:32]([C:33]#[N:34])=[CH:31][CH:30]=3)=[CH:19][C:18]=2[O:24][CH2:28][C:29]2[CH:36]=[CH:35][C:32]([C:33]#[N:34])=[CH:31][CH:30]=2)[CH2:14][CH2:15]1)([CH3:4])([CH3:2])[CH3:3].